From a dataset of Full USPTO retrosynthesis dataset with 1.9M reactions from patents (1976-2016). Predict the reactants needed to synthesize the given product. (1) Given the product [CH3:18][O:19][C:20](=[O:31])[CH2:21][CH2:22][C:23]1[CH:28]=[CH:27][C:26]([O:29][CH2:4][CH2:3][CH:2]([OH:1])[CH2:16][CH3:17])=[CH:25][C:24]=1[CH3:30], predict the reactants needed to synthesize it. The reactants are: [OH:1][CH:2]([CH2:16][CH3:17])[CH2:3][CH2:4]OS(C1C=CC(C)=CC=1)(=O)=O.[CH3:18][O:19][C:20](=[O:31])[CH2:21][CH2:22][C:23]1[CH:28]=[CH:27][C:26]([OH:29])=[CH:25][C:24]=1[CH3:30].C(=O)([O-])[O-].[Cs+].[Cs+]. (2) The reactants are: [F:1][C:2]([F:13])([F:12])[C:3]1[CH:4]=[C:5]([CH2:9][CH2:10][NH2:11])[CH:6]=[CH:7][CH:8]=1.[F:14][C:15]([F:26])([F:25])[C:16](O[C:16](=[O:17])[C:15]([F:26])([F:25])[F:14])=[O:17].O.C(=O)([O-])O.[Na+]. Given the product [F:14][C:15]([F:26])([F:25])[C:16]([NH:11][CH2:10][CH2:9][C:5]1[CH:6]=[CH:7][CH:8]=[C:3]([C:2]([F:12])([F:13])[F:1])[CH:4]=1)=[O:17], predict the reactants needed to synthesize it.